This data is from Full USPTO retrosynthesis dataset with 1.9M reactions from patents (1976-2016). The task is: Predict the reactants needed to synthesize the given product. (1) The reactants are: Cl[C:2]1[N:7]=[C:6]2[C:8]([CH2:11][C:12]([O:14][CH3:15])=[O:13])=[CH:9][O:10][C:5]2=[CH:4][CH:3]=1.CC(C1C=C(C(C)C)C(C2C=CC=CC=2P(C2CCCCC2)C2CCCCC2)=C(C(C)C)C=1)C.[CH3:50][C:51]1[CH:55]=[C:54]([Sn](CCCC)(CCCC)CCCC)[O:53][N:52]=1.O1CCOCC1. Given the product [CH3:50][C:51]1[CH:55]=[C:54]([C:2]2[N:7]=[C:6]3[C:8]([CH2:11][C:12]([O:14][CH3:15])=[O:13])=[CH:9][O:10][C:5]3=[CH:4][CH:3]=2)[O:53][N:52]=1, predict the reactants needed to synthesize it. (2) Given the product [CH3:1][C:2]1[CH:3]=[CH:4][C:5]([S:8]([O:11][CH2:12][CH:13]2[O:18][C:17]3[C:19]4=[CH:26][O:25][N:23]=[C:20]4[CH:21]=[CH:22][C:16]=3[O:15][CH2:14]2)(=[O:9])=[O:10])=[CH:6][CH:7]=1, predict the reactants needed to synthesize it. The reactants are: [CH3:1][C:2]1[CH:7]=[CH:6][C:5]([S:8]([O:11][CH2:12][C@@H:13]2[O:18][C:17]3[C:19]([CH:26]=O)=[C:20]([N+:23]([O-:25])=O)[CH:21]=[CH:22][C:16]=3[O:15][CH2:14]2)(=[O:10])=[O:9])=[CH:4][CH:3]=1.O.O.O.C([O-])(=O)C.[Na+]. (3) Given the product [CH2:18]([NH:20][C:23]1[N:24]=[C:25]([NH:33][CH2:34][CH2:35][CH3:36])[N:26]=[C:27]([NH:29][CH2:30][C:31]#[CH:32])[N:28]=1)[CH3:19], predict the reactants needed to synthesize it. The reactants are: ClC1N=C(NNCC#C)N=C(NNCCC)N=1.[CH2:18]([NH2:20])[CH3:19].CN(C)[C:23]1[N:28]=[C:27]([NH:29][CH2:30][CH2:31][CH3:32])[N:26]=[C:25]([NH:33][CH2:34][C:35]#[CH:36])[N:24]=1. (4) Given the product [CH2:18]([C:14]([OH:17])([CH2:15][CH3:16])/[CH:13]=[CH:12]/[C:9]1[CH:10]=[CH:11][C:6]([C:3]([CH2:4][CH3:5])([C:21]2[CH:26]=[CH:25][C:24]([O:27][CH2:37][C:38]3[CH:39]=[N:40][CH:41]=[CH:42][CH:43]=3)=[C:23]([CH3:28])[CH:22]=2)[CH2:1][CH3:2])=[CH:7][C:8]=1[CH3:20])[CH3:19], predict the reactants needed to synthesize it. The reactants are: [CH2:1]([C:3]([C:21]1[CH:26]=[CH:25][C:24]([OH:27])=[C:23]([CH3:28])[CH:22]=1)([C:6]1[CH:11]=[CH:10][C:9](/[CH:12]=[CH:13]/[C:14]([CH2:18][CH3:19])([OH:17])[CH2:15][CH3:16])=[C:8]([CH3:20])[CH:7]=1)[CH2:4][CH3:5])[CH3:2].C([O-])([O-])=O.[K+].[K+].Cl.Br[CH2:37][C:38]1[CH:39]=[N:40][CH:41]=[CH:42][CH:43]=1.C(OCC)(=O)C.